Task: Predict the product of the given reaction.. Dataset: Forward reaction prediction with 1.9M reactions from USPTO patents (1976-2016) (1) Given the reactants F[C:2]([N:7]([CH3:9])C)(F)[CH:3]([F:5])[F:4].B(F)(F)F.N1C=CC=CC=1.[N:20]1([CH:25]=[CH:26][C:27]([O:29]CC)=[O:28])CCC[CH2:21]1.[OH-].[Na+].CNN, predict the reaction product. The product is: [F:5][CH:3]([F:4])[C:2]1[C:26]([C:27]([OH:29])=[O:28])=[CH:25][N:20]([CH3:21])[N:7]=1.[F:4][CH:3]([F:5])[C:2]1[N:7]([CH3:9])[N:20]=[CH:25][C:26]=1[C:27]([OH:29])=[O:28]. (2) Given the reactants [CH:1]([O:4][C:5]([N:7]1[CH2:12][CH2:11][CH:10]([O:13][C:14]2[C:23]3[C:18](=[C:19](Cl)[CH:20]=[CH:21][CH:22]=3)[N:17]=[CH:16][CH:15]=2)[CH2:9][CH2:8]1)=[O:6])([CH3:3])[CH3:2].[CH3:25][S:26][C:27]1[CH:32]=[CH:31][C:30](B(O)O)=[CH:29][CH:28]=1.C(=O)([O-])[O-].[Na+].[Na+].C1(C)C=CC=CC=1, predict the reaction product. The product is: [CH:1]([O:4][C:5]([N:7]1[CH2:12][CH2:11][CH:10]([O:13][C:14]2[C:23]3[C:18](=[C:19]([C:30]4[CH:31]=[CH:32][C:27]([S:26][CH3:25])=[CH:28][CH:29]=4)[CH:20]=[CH:21][CH:22]=3)[N:17]=[CH:16][CH:15]=2)[CH2:9][CH2:8]1)=[O:6])([CH3:3])[CH3:2]. (3) Given the reactants [N:1]1[CH:6]=[CH:5][CH:4]=[CH:3][C:2]=1[CH:7]=[N:8][C@@H:9]1[CH2:14][CH2:13][CH2:12][CH2:11][C@H:10]1[N:15]=[CH:16][C:17]1[CH:22]=[CH:21][CH:20]=[CH:19][N:18]=1.[Ni:23]([Br:25])[Br:24], predict the reaction product. The product is: [Ni:23]([Br:25])[Br:24].[N:1]1[CH:6]=[CH:5][CH:4]=[CH:3][C:2]=1[CH:7]=[N:8][C@@H:9]1[CH2:14][CH2:13][CH2:12][CH2:11][C@H:10]1[N:15]=[CH:16][C:17]1[CH:22]=[CH:21][CH:20]=[CH:19][N:18]=1.